Dataset: Catalyst prediction with 721,799 reactions and 888 catalyst types from USPTO. Task: Predict which catalyst facilitates the given reaction. (1) The catalyst class is: 3. Reactant: [O:1]=[C:2]1[NH:7][CH:6]=[N:5][C:4]2[N:8]([C:11]3[CH:12]=[C:13]([CH2:17][C:18]([OH:20])=[O:19])[CH:14]=[CH:15][CH:16]=3)[N:9]=[CH:10][C:3]1=2.FC(F)(F)C(O)=O.FC1C=CC(N2C3N=CN(CC4(O)CCNCC4)C(=O)C=3C=N2)=CC=1.N(C1C=C(CC(OC)=O)C=CC=1)N.C(=O)([O-])[O-].[Cs+].[Cs+].[C:72]1([C:78]([N:80]2[CH2:87][CH2:86][C:83]3([O:85][CH2:84]3)[CH2:82][CH2:81]2)=[O:79])[CH:77]=[CH:76][CH:75]=[CH:74][CH:73]=1. Product: [C:78]([N:80]1[CH2:87][CH2:86][C:83]([CH2:84][N:7]2[C:2](=[O:1])[C:3]3[CH:10]=[N:9][N:8]([C:11]4[CH:12]=[C:13]([CH2:17][C:18]([OH:20])=[O:19])[CH:14]=[CH:15][CH:16]=4)[C:4]=3[N:5]=[CH:6]2)([OH:85])[CH2:82][CH2:81]1)(=[O:79])[C:72]1[CH:73]=[CH:74][CH:75]=[CH:76][CH:77]=1. (2) Reactant: C1N=CN(C(N2C=NC=C2)=O)C=1.[CH:13]1[C:18]([C:19]2[CH:20]=[CH:21][C:22]([F:26])=[CH:23][C:24]=2[F:25])=[CH:17][C:16]([C:27]([OH:29])=[O:28])=[C:15]([OH:30])[CH:14]=1.[CH:31](O)([CH3:33])[CH3:32].O. Product: [F:25][C:24]1[CH:23]=[C:22]([F:26])[CH:21]=[CH:20][C:19]=1[C:18]1[CH:13]=[CH:14][C:15]([OH:30])=[C:16]([C:27]([O:29][CH:31]([CH3:33])[CH3:32])=[O:28])[CH:17]=1. The catalyst class is: 3.